Predict the reaction yield, written as a fraction of the theoretical maximum amount of product (1.0 means a 100% yield; for example, 0.34 means a 34% yield). From a dataset of Reaction yield outcomes from USPTO patents with 853,638 reactions. (1) The reactants are [C:1]([C:3]1[CH:4]=[C:5]([C:9]2[C:18]3[C:13](=[CH:14][CH:15]=[CH:16][CH:17]=3)[C:12]([O:19]C)=[N:11][CH:10]=2)[CH:6]=[CH:7][CH:8]=1)#[N:2].[I-].[Na+].Cl[Si](C)(C)[CH3:25]. The catalyst is C(#N)C.O. The product is [CH3:25][C:10]1[NH:11][C:12](=[O:19])[C:13]2[C:18]([C:9]=1[C:5]1[CH:4]=[C:3]([CH:8]=[CH:7][CH:6]=1)[C:1]#[N:2])=[CH:17][CH:16]=[CH:15][CH:14]=2. The yield is 0.830. (2) The reactants are O=[CH:2][CH2:3][CH2:4][NH:5][C:6](=[O:12])OC(C)(C)C.[CH2:13]([N:20]1[CH2:25][CH2:24][N:23]([NH2:26])[CH2:22][CH2:21]1)[C:14]1[CH:19]=[CH:18][CH:17]=[CH:16][CH:15]=1.Cl.C(OCC)(=O)C. The catalyst is CO.C(OCC)(=O)C. The product is [CH2:13]([N:20]1[CH2:21][CH2:22][N:23]([N:26]2[CH2:2][CH2:3][CH2:4][NH:5][C:6]2=[O:12])[CH2:24][CH2:25]1)[C:14]1[CH:15]=[CH:16][CH:17]=[CH:18][CH:19]=1. The yield is 0.460. (3) The reactants are [F:1][C:2]1[CH:7]=[CH:6][C:5]([CH2:8][CH2:9][C:10]([N:12]2[CH2:17][CH:16]3[CH:14]([C:15]3([C:19]3[CH:20]=[C:21]([NH:25][S:26]([CH3:29])(=[O:28])=[O:27])[CH:22]=[CH:23][CH:24]=3)[CH3:18])[CH2:13]2)=O)=[CH:4][CH:3]=1.[H-].[Al+3].[Li+].[H-].[H-].[H-].O.C(=O)([O-])O.[Na+]. The catalyst is O1CCCC1.C(OCC)(=O)C. The product is [F:1][C:2]1[CH:7]=[CH:6][C:5]([CH2:8][CH2:9][CH2:10][N:12]2[CH2:13][CH:14]3[CH:16]([C:15]3([C:19]3[CH:20]=[C:21]([NH:25][S:26]([CH3:29])(=[O:27])=[O:28])[CH:22]=[CH:23][CH:24]=3)[CH3:18])[CH2:17]2)=[CH:4][CH:3]=1. The yield is 0.620. (4) The yield is 0.630. The reactants are [CH3:1][C:2]1[C:16](=[O:17])[N:15]=[C:14]2[N:4]([C@@H:5]3[O:9][C@H:8]([CH2:10][OH:11])[C@@H:7]([OH:12])[C@@H:6]3[O:13]2)[CH:3]=1.[CH3:18][O:19][CH2:20][CH2:21][O:22]B([O:22][CH2:21][CH2:20][O:19][CH3:18])[O:22][CH2:21][CH2:20][O:19][CH3:18]. The product is [CH3:18][O:19][CH2:20][CH2:21][O:22][C@@H:6]1[C@H:7]([OH:12])[C@@H:8]([CH2:10][OH:11])[O:9][C@H:5]1[N:4]1[CH:3]=[C:2]([CH3:1])[C:16](=[O:17])[NH:15][C:14]1=[O:13]. The catalyst is COCCO. (5) The reactants are [CH2:1]([O:3][C:4]([CH:6]1[CH2:11][C:10](=O)[CH2:9][CH2:8][N:7]1CC1C=CC=CC=1)=[O:5])[CH3:2].[NH:20]1[CH2:24][CH2:23][CH2:22][CH2:21]1.C(O)(=O)C.C(O[BH-](OC(=O)C)OC(=O)C)(=O)C.[Na+].[CH3:55][C:54]([O:53][C:51](O[C:51]([O:53][C:54]([CH3:57])([CH3:56])[CH3:55])=[O:52])=[O:52])([CH3:57])[CH3:56]. The catalyst is C(Cl)Cl.[Pd]. The product is [CH3:2][CH2:1][O:3][C:4]([C@H:6]1[CH2:11][C@H:10]([N:20]2[CH2:24][CH2:23][CH2:22][CH2:21]2)[CH2:9][CH2:8][N:7]1[C:51]([O:53][C:54]([CH3:55])([CH3:56])[CH3:57])=[O:52])=[O:5]. The yield is 0.480. (6) The reactants are [N+:1]([C:4]1[CH:9]=[CH:8][C:7]([NH:10][NH2:11])=[CH:6][CH:5]=1)([O-:3])=[O:2].Cl.[F:13][C:14]([F:26])([F:25])[C:15](=O)[CH2:16][C:17]([C:19]1[O:20][CH:21]=[CH:22][CH:23]=1)=O. The catalyst is C(O)C. The product is [O:20]1[CH:21]=[CH:22][CH:23]=[C:19]1[C:17]1[N:10]([C:7]2[CH:6]=[CH:5][C:4]([N+:1]([O-:3])=[O:2])=[CH:9][CH:8]=2)[N:11]=[C:15]([C:14]([F:13])([F:25])[F:26])[CH:16]=1. The yield is 0.900.